Dataset: Reaction yield outcomes from USPTO patents with 853,638 reactions. Task: Predict the reaction yield, written as a fraction of the theoretical maximum amount of product (1.0 means a 100% yield; for example, 0.34 means a 34% yield). (1) The reactants are [C:1]([O:5][C:6]([NH:8][CH2:9][C:10]1[CH:15]=[CH:14][CH:13]=[C:12]2[N:16]([C:31]3[C:32]4[C@H:39]([CH3:40])[CH2:38][C@@H:37]([O:41][C:42](=[O:52])[C:43]5[CH:48]=[CH:47][C:46]([N+:49]([O-:51])=[O:50])=[CH:45][CH:44]=5)[C:33]=4[N:34]=[CH:35][N:36]=3)[CH2:17][C:18]3([CH2:23][CH2:22][N:21]([C:24]([O:26][C:27]([CH3:30])([CH3:29])[CH3:28])=[O:25])[CH2:20][CH2:19]3)[C:11]=12)=[O:7])([CH3:4])([CH3:3])[CH3:2].[Cl:53]N1C(=O)CCC1=O. The catalyst is C(Cl)Cl. The product is [C:1]([O:5][C:6]([NH:8][CH2:9][C:10]1[C:15]([Cl:53])=[CH:14][CH:13]=[C:12]2[N:16]([C:31]3[C:32]4[C@H:39]([CH3:40])[CH2:38][C@@H:37]([O:41][C:42](=[O:52])[C:43]5[CH:44]=[CH:45][C:46]([N+:49]([O-:51])=[O:50])=[CH:47][CH:48]=5)[C:33]=4[N:34]=[CH:35][N:36]=3)[CH2:17][C:18]3([CH2:19][CH2:20][N:21]([C:24]([O:26][C:27]([CH3:30])([CH3:28])[CH3:29])=[O:25])[CH2:22][CH2:23]3)[C:11]=12)=[O:7])([CH3:2])([CH3:3])[CH3:4]. The yield is 0.280. (2) The reactants are [CH2:1]([O:8][C:9]([NH:11][C:12]1[CH:20]=[CH:19][C:18]([OH:21])=[CH:17][C:13]=1[C:14]([OH:16])=[O:15])=[O:10])[C:2]1[CH:7]=[CH:6][CH:5]=[CH:4][CH:3]=1.[C:22](OC(=O)C)(=[O:24])[CH3:23]. The catalyst is N1C=CC=CC=1. The product is [C:22]([O:21][C:18]1[CH:19]=[CH:20][C:12]([NH:11][C:9]([O:8][CH2:1][C:2]2[CH:3]=[CH:4][CH:5]=[CH:6][CH:7]=2)=[O:10])=[C:13]([CH:17]=1)[C:14]([OH:16])=[O:15])(=[O:24])[CH3:23]. The yield is 0.530. (3) The reactants are FC(F)(F)S(O[C:7]1[CH:8]=[CH:9][CH:10]=[C:11]2[C:16]=1[N:15]=[C:14]([C:17]1[N:21]3[CH:22]=[CH:23][C:24]([O:26][CH2:27][CH2:28][O:29][CH3:30])=[CH:25][C:20]3=[N:19][N:18]=1)[CH:13]=[CH:12]2)(=O)=O.[N:33]1([C:39]([O:41][C:42]([CH3:45])([CH3:44])[CH3:43])=[O:40])[CH2:38][CH2:37][NH:36][CH2:35][CH2:34]1.C([O-])([O-])=O.[Cs+].[Cs+]. The catalyst is C1(C)C=CC=CC=1.C1C=CC(/C=C/C(/C=C/C2C=CC=CC=2)=O)=CC=1.C1C=CC(/C=C/C(/C=C/C2C=CC=CC=2)=O)=CC=1.C1C=CC(/C=C/C(/C=C/C2C=CC=CC=2)=O)=CC=1.[Pd].[Pd]. The product is [CH3:30][O:29][CH2:28][CH2:27][O:26][C:24]1[CH:23]=[CH:22][N:21]2[C:17]([C:14]3[CH:13]=[CH:12][C:11]4[C:16](=[C:7]([N:36]5[CH2:35][CH2:34][N:33]([C:39]([O:41][C:42]([CH3:45])([CH3:44])[CH3:43])=[O:40])[CH2:38][CH2:37]5)[CH:8]=[CH:9][CH:10]=4)[N:15]=3)=[N:18][N:19]=[C:20]2[CH:25]=1. The yield is 0.760. (4) The catalyst is C1COCC1. The product is [C:1]([O:5][C:6](=[O:17])[CH2:7][CH:8]1[CH2:11][CH:10]([C:12](=[O:14])[CH2:13][C:18](=[O:25])[C:19]2[CH:20]=[N:21][CH:22]=[CH:23][CH:24]=2)[C:9]1([CH3:16])[CH3:15])([CH3:4])([CH3:2])[CH3:3]. The reactants are [C:1]([O:5][C:6](=[O:17])[CH2:7][CH:8]1[CH2:11][CH:10]([C:12](=[O:14])[CH3:13])[C:9]1([CH3:16])[CH3:15])([CH3:4])([CH3:3])[CH3:2].[C:18](OC)(=[O:25])[C:19]1[CH:24]=[CH:23][CH:22]=[N:21][CH:20]=1. The yield is 0.490. (5) The reactants are [CH3:1][O:2][C:3]1[CH:4]=[C:5]([CH:9]=[CH:10][CH:11]=1)[C:6]([NH2:8])=[O:7].[H-].[Na+].C[O:15][CH2:16][CH2:17]OC. No catalyst specified. The product is [CH3:1][O:2][C:3]1[CH:4]=[C:5]([C:6]2[O:7][CH2:17][C:16](=[O:15])[N:8]=2)[CH:9]=[CH:10][CH:11]=1. The yield is 0.260. (6) The reactants are [CH:1](=[N:8][NH:9][C:10]1[CH:18]=[CH:17][CH:16]=[CH:15][C:11]=1[C:12]([OH:14])=[O:13])[C:2]1[CH:7]=[CH:6][CH:5]=[CH:4][CH:3]=1.O1CCC[CH2:20]1.C[Si](C=[N+]=[N-])(C)C. The catalyst is CO. The product is [CH:1](=[N:8][NH:9][C:10]1[CH:18]=[CH:17][CH:16]=[CH:15][C:11]=1[C:12]([O:14][CH3:20])=[O:13])[C:2]1[CH:3]=[CH:4][CH:5]=[CH:6][CH:7]=1. The yield is 1.00. (7) The reactants are [Br:1][CH2:2][C:3]1[CH:10]=[CH:9][C:6]([C:7]#N)=[CH:5][C:4]=1[Cl:11].CC(C[AlH]CC(C)C)C.Cl.[OH2:22]. The catalyst is C1(C)C=CC=CC=1. The product is [Br:1][CH2:2][C:3]1[CH:10]=[CH:9][C:6]([CH:7]=[O:22])=[CH:5][C:4]=1[Cl:11]. The yield is 0.800. (8) The reactants are C1C(=O)N([Br:8])C(=O)C1.[F:9][C:10]1[CH:11]=[CH:12][C:13]([NH2:16])=[N:14][CH:15]=1. The catalyst is CC#N. The product is [Br:8][C:12]1[C:13]([NH2:16])=[N:14][CH:15]=[C:10]([F:9])[CH:11]=1. The yield is 0.310. (9) The reactants are CCOP(OCC)([CH2:6][C:7]#[N:8])=O.CC([O-])(C)C.[K+].[C:18]([O:22][C:23]([N:25]1[CH2:28][C:27](=O)[CH2:26]1)=[O:24])([CH3:21])([CH3:20])[CH3:19]. The catalyst is C1COCC1.O.[Cl-].[Na+].O. The product is [C:7]([CH:6]=[C:27]1[CH2:28][N:25]([C:23]([O:22][C:18]([CH3:21])([CH3:20])[CH3:19])=[O:24])[CH2:26]1)#[N:8]. The yield is 0.610.